Dataset: Forward reaction prediction with 1.9M reactions from USPTO patents (1976-2016). Task: Predict the product of the given reaction. (1) Given the reactants [H-].[Na+].[NH2:3][C:4]1[CH:9]=[CH:8][C:7]([OH:10])=[CH:6][CH:5]=1.[CH3:11][NH:12][C:13]1[CH:18]=[C:17](Cl)[CH:16]=[CH:15][C:14]=1[N+:20]([O-:22])=[O:21], predict the reaction product. The product is: [CH3:11][NH:12][C:13]1[CH:18]=[C:17]([CH:16]=[CH:15][C:14]=1[N+:20]([O-:22])=[O:21])[O:10][C:7]1[CH:8]=[CH:9][C:4]([NH2:3])=[CH:5][CH:6]=1. (2) Given the reactants [NH:1]1[CH:5]=[CH:4][CH:3]=[C:2]1[C:6]([OH:8])=O.[CH2:9]([NH:11][CH2:12][CH3:13])[CH3:10], predict the reaction product. The product is: [CH2:9]([N:11]([CH2:12][CH3:13])[C:6]([C:2]1[NH:1][CH:5]=[CH:4][CH:3]=1)=[O:8])[CH3:10]. (3) Given the reactants [F:1][C:2]1[CH:11]=[C:10]([C:12]([O:14][CH3:15])=[O:13])[C:9]([N+:16]([O-])=O)=[CH:8][C:3]=1[C:4]([O:6][CH3:7])=[O:5].C(O)(=O)C, predict the reaction product. The product is: [NH2:16][C:9]1[CH:8]=[C:3]([C:4]([O:6][CH3:7])=[O:5])[C:2]([F:1])=[CH:11][C:10]=1[C:12]([O:14][CH3:15])=[O:13]. (4) Given the reactants Cl[CH2:2][C:3]1[CH:8]=[CH:7][C:6]([C@@H:9]([NH:11][C:12](=[O:18])[O:13][C:14]([CH3:17])([CH3:16])[CH3:15])[CH3:10])=[CH:5][CH:4]=1.[N:19]1[N:20]=[CH:21][N:22]2[CH2:27][CH2:26][NH:25][CH2:24][C:23]=12.CCN(C(C)C)C(C)C, predict the reaction product. The product is: [N:19]1[N:20]=[CH:21][N:22]2[CH2:27][CH2:26][N:25]([CH2:2][C:3]3[CH:8]=[CH:7][C:6]([C@@H:9]([NH:11][C:12](=[O:18])[O:13][C:14]([CH3:17])([CH3:16])[CH3:15])[CH3:10])=[CH:5][CH:4]=3)[CH2:24][C:23]=12. (5) Given the reactants [C:1]1([CH:7]([CH2:12][CH3:13])[CH2:8][C:9](=O)[CH3:10])[CH:6]=[CH:5][CH:4]=[CH:3][CH:2]=1.[H-].[Al+3].[Li+].[H-].[H-].[H-].[O:20]1CCCC1, predict the reaction product. The product is: [C:1]1([CH:7]2[CH2:12][CH2:13][CH:10]([OH:20])[CH2:9][CH2:8]2)[CH:6]=[CH:5][CH:4]=[CH:3][CH:2]=1. (6) Given the reactants [F:1][C:2]1[CH:3]=[C:4]([CH:42]=[C:43]([F:45])[CH:44]=1)[CH2:5][N:6]1[CH:10]=[C:9]([C:11]2[C:19]3[C:14](=[N:15][CH:16]=[C:17]([C:20]4[CH:21]=[N:22][C:23]([N:26]5[CH2:31][CH2:30][NH:29][CH2:28][CH2:27]5)=[CH:24][CH:25]=4)[CH:18]=3)[N:13]([S:32]([C:35]3[CH:41]=[CH:40][C:38]([CH3:39])=[CH:37][CH:36]=3)(=[O:34])=[O:33])[CH:12]=2)[CH:8]=[N:7]1.C=O.[BH-](OC(C)=O)(OC(C)=O)O[C:50](C)=O.[Na+], predict the reaction product. The product is: [F:1][C:2]1[CH:3]=[C:4]([CH:42]=[C:43]([F:45])[CH:44]=1)[CH2:5][N:6]1[CH:10]=[C:9]([C:11]2[C:19]3[C:14](=[N:15][CH:16]=[C:17]([C:20]4[CH:21]=[N:22][C:23]([N:26]5[CH2:27][CH2:28][N:29]([CH3:50])[CH2:30][CH2:31]5)=[CH:24][CH:25]=4)[CH:18]=3)[N:13]([S:32]([C:35]3[CH:36]=[CH:37][C:38]([CH3:39])=[CH:40][CH:41]=3)(=[O:33])=[O:34])[CH:12]=2)[CH:8]=[N:7]1.